Dataset: Full USPTO retrosynthesis dataset with 1.9M reactions from patents (1976-2016). Task: Predict the reactants needed to synthesize the given product. (1) Given the product [NH2:7][C:8]1[C:13]([C:2]#[N:3])=[N:12][C:11]([Br:15])=[CH:10][N:9]=1, predict the reactants needed to synthesize it. The reactants are: [Cu][C:2]#[N:3].[C-]#N.[Na+].[NH2:7][C:8]1[C:13](Br)=[N:12][C:11]([Br:15])=[CH:10][N:9]=1. (2) Given the product [Cl:30][C:31]1[CH:32]=[C:33]([CH2:34][N:3]([CH2:4][C:5]2[CH:10]=[CH:9][C:8]([CH2:11][N:12]3[CH2:13][CH2:14][N:15]([C:18]4[C:23]([C:24]([O:26][CH:27]([CH3:28])[CH3:29])=[O:25])=[CH:22][CH:21]=[CH:20][N:19]=4)[CH2:16][CH2:17]3)=[CH:7][CH:6]=2)[CH2:1][CH3:2])[CH:36]=[CH:37][CH:38]=1, predict the reactants needed to synthesize it. The reactants are: [CH2:1]([NH:3][CH2:4][C:5]1[CH:10]=[CH:9][C:8]([CH2:11][N:12]2[CH2:17][CH2:16][N:15]([C:18]3[C:23]([C:24]([O:26][CH:27]([CH3:29])[CH3:28])=[O:25])=[CH:22][CH:21]=[CH:20][N:19]=3)[CH2:14][CH2:13]2)=[CH:7][CH:6]=1)[CH3:2].[Cl:30][C:31]1[CH:32]=[C:33]([CH:36]=[CH:37][CH:38]=1)[CH:34]=O.C(O)(=O)C.C([BH3-])#N.[Na+]. (3) Given the product [O:7]1[C:11]2([CH2:15][CH2:14][CH2:13][CH:12]2[CH2:16][OH:17])[O:10][CH2:9][CH2:8]1, predict the reactants needed to synthesize it. The reactants are: [H-].[Al+3].[Li+].[H-].[H-].[H-].[O:7]1[C:11]2([CH2:15][CH2:14][CH2:13][CH:12]2[C:16](OCC)=[O:17])[O:10][CH2:9][CH2:8]1.